This data is from Forward reaction prediction with 1.9M reactions from USPTO patents (1976-2016). The task is: Predict the product of the given reaction. (1) Given the reactants N=C1CCCS1.C1C(SSC2C=CC([N+]([O-])=O)=C(C(O)=O)C=2)=CC(C(O)=O)=C([N+]([O-])=O)C=1.FC(F)(F)C(O)=O.O=C1C=CC(=O)N1CCC(NC[CH:53]1[O:57][C:56]2[CH:58]=[CH:59][C:60]([CH2:62][CH:63]([NH:65][CH2:66][CH3:67])[CH3:64])=[CH:61][C:55]=2[O:54]1)=O, predict the reaction product. The product is: [CH3:67][CH2:66][NH:65][CH:63]([CH2:62][C:60]1[CH:59]=[CH:58][C:56]2[O:57][CH2:53][O:54][C:55]=2[CH:61]=1)[CH3:64]. (2) Given the reactants [C:1]1([CH2:7][C:8]#[N:9])[CH:6]=[CH:5][CH:4]=[CH:3][CH:2]=1.Cl.[NH2:11][OH:12].C(N(CC)CC)C, predict the reaction product. The product is: [OH:12][NH:11][C:8](=[NH:9])[CH2:7][C:1]1[CH:6]=[CH:5][CH:4]=[CH:3][CH:2]=1. (3) Given the reactants CC1(C)[O:6][C@H:5]([CH2:7][O:8][C:9]2[CH:10]=[C:11]3[C:16](=[CH:17][CH:18]=2)[CH:15]=[C:14]([CH2:19][O:20][C:21]2[CH:50]=[CH:49][C:24]([C:25]([N:27]4[CH2:48][CH2:47][C:30]5([NH:34]/[C:33](=[N:35]/[C:36]([C:38]6[C:43]([NH2:44])=[N:42][C:41]([NH2:45])=[C:40]([Cl:46])[N:39]=6)=[O:37])/[NH:32][CH2:31]5)[CH2:29][CH2:28]4)=[O:26])=[CH:23][CH:22]=2)[CH:13]=[CH:12]3)[CH2:4][O:3]1, predict the reaction product. The product is: [OH:6][C@@H:5]([CH2:4][OH:3])[CH2:7][O:8][C:9]1[CH:10]=[C:11]2[C:16](=[CH:17][CH:18]=1)[CH:15]=[C:14]([CH2:19][O:20][C:21]1[CH:50]=[CH:49][C:24]([C:25]([N:27]3[CH2:28][CH2:29][C:30]4([NH:34]/[C:33](=[N:35]/[C:36]([C:38]5[C:43]([NH2:44])=[N:42][C:41]([NH2:45])=[C:40]([Cl:46])[N:39]=5)=[O:37])/[NH:32][CH2:31]4)[CH2:47][CH2:48]3)=[O:26])=[CH:23][CH:22]=1)[CH:13]=[CH:12]2. (4) Given the reactants [OH-].[Na+].[NH2:3][C:4]1[C:9]([C:10]2[O:11][C:12]3[C:18]([C:19]([O:21]C)=[O:20])=[CH:17][CH:16]=[CH:15][C:13]=3[N:14]=2)=[CH:8][C:7]([C:23]2[CH:24]=[N:25][N:26]([CH:28]3[CH2:33][CH2:32][N:31]([C:34]([O:36][C:37]([CH3:40])([CH3:39])[CH3:38])=[O:35])[CH2:30][CH2:29]3)[CH:27]=2)=[CH:6][N:5]=1, predict the reaction product. The product is: [NH2:3][C:4]1[C:9]([C:10]2[O:11][C:12]3[C:18]([C:19]([OH:21])=[O:20])=[CH:17][CH:16]=[CH:15][C:13]=3[N:14]=2)=[CH:8][C:7]([C:23]2[CH:24]=[N:25][N:26]([CH:28]3[CH2:29][CH2:30][N:31]([C:34]([O:36][C:37]([CH3:40])([CH3:39])[CH3:38])=[O:35])[CH2:32][CH2:33]3)[CH:27]=2)=[CH:6][N:5]=1. (5) Given the reactants O1CCCCC1[O:7][NH:8][C:9](/[CH:11]=[CH:12]/[C:13]1[CH:14]=[C:15](/[CH:19]=[CH:20]/[C:21]([OH:23])=O)[CH:16]=[CH:17][CH:18]=1)=[O:10].C(Cl)CCl.C1C=CC2N(O)N=NC=2C=1.[C:38]1([N:44]2[CH2:49][CH2:48][NH:47][CH2:46][CH2:45]2)[CH:43]=[CH:42][CH:41]=[CH:40][CH:39]=1, predict the reaction product. The product is: [OH:7][NH:8][C:9](=[O:10])/[CH:11]=[CH:12]/[C:13]1[CH:18]=[CH:17][CH:16]=[C:15](/[CH:19]=[CH:20]/[C:21](=[O:23])[N:47]2[CH2:48][CH2:49][N:44]([C:38]3[CH:43]=[CH:42][CH:41]=[CH:40][CH:39]=3)[CH2:45][CH2:46]2)[CH:14]=1. (6) Given the reactants [CH3:1][C:2]1[C:6]([S:7]([C:10]2[CH:15]=[CH:14][CH:13]=[CH:12][CH:11]=2)(=[O:9])=[O:8])=[C:5]([CH3:16])[NH:4][C:3]=1[C:17]([OH:19])=O.S(Cl)([Cl:22])=O, predict the reaction product. The product is: [CH3:1][C:2]1[C:6]([S:7]([C:10]2[CH:15]=[CH:14][CH:13]=[CH:12][CH:11]=2)(=[O:9])=[O:8])=[C:5]([CH3:16])[NH:4][C:3]=1[C:17]([Cl:22])=[O:19]. (7) Given the reactants Br[C:2]1[CH:7]=[CH:6][C:5]([NH:8][C:9](=[O:11])[CH3:10])=[CH:4][C:3]=1[O:12][CH3:13].C[C:15]1[CH:20]=[C:19](B(O)O)[CH:18]=[CH:17][N:16]=1.COCCOC.C(O)C.C(=O)([O-])[O-].[Na+].[Na+].O, predict the reaction product. The product is: [CH3:13][O:12][C:3]1[CH:4]=[C:5]([NH:8][C:9](=[O:11])[CH3:10])[CH:6]=[CH:7][C:2]=1[C:19]1[CH:18]=[CH:17][N:16]=[CH:15][CH:20]=1.